From a dataset of Forward reaction prediction with 1.9M reactions from USPTO patents (1976-2016). Predict the product of the given reaction. (1) Given the reactants [CH3:1][N:2](C(ON1N=NC2C=CC=NC1=2)=[N+](C)C)C.F[P-](F)(F)(F)(F)F.[C:25]([NH:32][C@@H:33]([C:38]([OH:40])=O)[CH2:34][CH2:35][S:36][CH3:37])([O:27][C:28]([CH3:31])([CH3:30])[CH3:29])=[O:26].CN.Cl.CCN(C(C)C)C(C)C, predict the reaction product. The product is: [CH3:1][NH:2][C:38]([C@H:33]([NH:32][C:25](=[O:26])[O:27][C:28]([CH3:31])([CH3:30])[CH3:29])[CH2:34][CH2:35][S:36][CH3:37])=[O:40]. (2) Given the reactants [S:1]1[CH:5]=[CH:4][CH:3]=[C:2]1[CH:6]1[C:12](=O)[NH:11][C:10]2[N:14]=[CH:15][CH:16]=[CH:17][C:9]=2[C:8]([C:18]2[S:19][CH:20]=[CH:21][CH:22]=2)=[N:7]1.[CH:23]1([NH2:26])[CH2:25][CH2:24]1, predict the reaction product. The product is: [CH:23]1([NH:26][C:12]2[CH:6]([C:2]3[S:1][CH:5]=[CH:4][CH:3]=3)[N:7]=[C:8]([C:18]3[S:19][CH:20]=[CH:21][CH:22]=3)[C:9]3[CH:17]=[CH:16][CH:15]=[N:14][C:10]=3[N:11]=2)[CH2:25][CH2:24]1.